Dataset: Reaction yield outcomes from USPTO patents with 853,638 reactions. Task: Predict the reaction yield, written as a fraction of the theoretical maximum amount of product (1.0 means a 100% yield; for example, 0.34 means a 34% yield). (1) The reactants are Br[C:2]1[C:16]([CH3:17])=[CH:15][C:5]([O:6][CH2:7][O:8][CH2:9][CH2:10][Si:11]([CH3:14])([CH3:13])[CH3:12])=[C:4]([O:18][CH3:19])[CH:3]=1.C([Li])CCC.[B:25](OC)([O:28]C)[O:26]C. The catalyst is C1COCC1. The product is [CH3:19][O:18][C:4]1[C:5]([O:6][CH2:7][O:8][CH2:9][CH2:10][Si:11]([CH3:14])([CH3:13])[CH3:12])=[CH:15][C:16]([CH3:17])=[C:2]([B:25]([OH:28])[OH:26])[CH:3]=1. The yield is 0.470. (2) The reactants are C(N(CC)CC)C.[N:8]1([C:14]([O:16][C:17]([CH3:20])([CH3:19])[CH3:18])=[O:15])[CH2:13][CH2:12][NH:11][CH2:10][CH2:9]1.Cl[C:22]1[C:23]2[C@H:30]([CH3:31])[CH2:29][CH2:28][C:24]=2[N:25]=[CH:26][N:27]=1.C(OCC)(=O)C. The catalyst is CCCCO. The product is [CH3:31][C@H:30]1[C:23]2[C:22]([N:11]3[CH2:12][CH2:13][N:8]([C:14]([O:16][C:17]([CH3:20])([CH3:19])[CH3:18])=[O:15])[CH2:9][CH2:10]3)=[N:27][CH:26]=[N:25][C:24]=2[CH2:28][CH2:29]1. The yield is 0.741. (3) The product is [CH3:46][O:45][C:24]1[CH:23]=[C:22]([C:5]2[CH:4]=[N:3][N:2]([CH3:1])[CH:6]=2)[CH:27]=[CH:26][C:25]=1[C:28]1[S:29][C:30]([N:33]([CH3:44])[CH:34]2[CH2:39][C:38]([CH3:40])([CH3:41])[NH:37][C:36]([CH3:43])([CH3:42])[CH2:35]2)=[N:31][N:32]=1. The yield is 0.570. The reactants are [CH3:1][N:2]1[CH:6]=[C:5](B2OC(C)(C)C(C)(C)O2)[CH:4]=[N:3]1.FC(F)(F)S(O[C:22]1[CH:27]=[CH:26][C:25]([C:28]2[S:29][C:30]([N:33]([CH3:44])[CH:34]3[CH2:39][C:38]([CH3:41])([CH3:40])[NH:37][C:36]([CH3:43])([CH3:42])[CH2:35]3)=[N:31][N:32]=2)=[C:24]([O:45][CH3:46])[CH:23]=1)(=O)=O.C([O-])([O-])=O.[Na+].[Na+]. The catalyst is O1CCOCC1.O.C1C=CC([P]([Pd]([P](C2C=CC=CC=2)(C2C=CC=CC=2)C2C=CC=CC=2)([P](C2C=CC=CC=2)(C2C=CC=CC=2)C2C=CC=CC=2)[P](C2C=CC=CC=2)(C2C=CC=CC=2)C2C=CC=CC=2)(C2C=CC=CC=2)C2C=CC=CC=2)=CC=1. (4) The reactants are [I:1][C:2]1[CH:3]=[C:4]([CH:8]=[CH:9][CH:10]=1)[C:5]([OH:7])=O.[NH2:11][C@@H:12]([CH2:23][OH:24])[CH2:13][C:14]1[C:22]2[C:17](=[CH:18][CH:19]=[CH:20][CH:21]=2)[NH:16][CH:15]=1.C1C=CC2N(O)N=NC=2C=1.CCN=C=NCCCN(C)C.Cl. The catalyst is CN(C=O)C.O.C(N(CC)CC)C. The product is [OH:24][CH2:23][C@H:12]([NH:11][C:5](=[O:7])[C:4]1[CH:8]=[CH:9][CH:10]=[C:2]([I:1])[CH:3]=1)[CH2:13][C:14]1[C:22]2[C:17](=[CH:18][CH:19]=[CH:20][CH:21]=2)[NH:16][CH:15]=1. The yield is 0.730. (5) The catalyst is [Pd]. The product is [CH:42]([C:41]1[C:35]2[O:34][CH:33]([CH2:32][NH2:29])[CH2:37][C:36]=2[CH:38]=[CH:39][CH:40]=1)([CH3:46])[CH3:43]. The yield is 0.690. The reactants are CC1C=CC(S(OCC2CC3C=CC=C(C(C)C)C=3O2)(=O)=O)=CC=1.[N-]=[N+]=[N-].[Na+].[N:29]([CH2:32][CH:33]1[CH2:37][C:36]2[CH:38]=[C:39](Cl)[CH:40]=[C:41]([C:42]3[CH:46]=CS[CH:43]=3)[C:35]=2[O:34]1)=[N+]=[N-].C(C1C2OC(CN=[N+]=[N-])CC=2C=CC=1)(C)C.[N-]=[N+]=[N-]. (6) The reactants are [CH2:1]([NH3+:7])[C@H:2]([OH:6])[C:3]([O-:5])=[O:4].CN1CCOCC1.[CH3:15][C:16]([O:19][C:20](O[C:20]([O:19][C:16]([CH3:18])([CH3:17])[CH3:15])=[O:21])=[O:21])([CH3:18])[CH3:17].NCC(O)=O.C([O-])(O)=O.[Na+]. The catalyst is O1CCOCC1.O. The product is [C:20]([NH:7][CH2:1][C@H:2]([OH:6])[C:3]([OH:5])=[O:4])([O:19][C:16]([CH3:18])([CH3:17])[CH3:15])=[O:21]. The yield is 0.815. (7) The reactants are I[CH:2]([C:32]1[O:33][CH:34]=[CH:35][N:36]=1)[CH2:3][C@H:4]1[CH2:15][CH2:14][C:13]2[S:12][C:11]3[N:10]=[CH:9][N:8]=[C:7]([O:16][CH:17]4[CH2:22][CH2:21][CH:20]([N:23]([CH3:31])[C:24](=[O:30])[O:25][C:26]([CH3:29])([CH3:28])[CH3:27])[CH2:19][CH2:18]4)[C:6]=3[C:5]1=2.CO.[BH4-].[Na+]. The catalyst is O1CCCC1. The product is [CH3:31][N:23]([CH:20]1[CH2:21][CH2:22][CH:17]([O:16][C:7]2[C:6]3[C:5]4[C@@H:4]([CH2:3][CH2:2][C:32]5[O:33][CH:34]=[CH:35][N:36]=5)[CH2:15][CH2:14][C:13]=4[S:12][C:11]=3[N:10]=[CH:9][N:8]=2)[CH2:18][CH2:19]1)[C:24](=[O:30])[O:25][C:26]([CH3:29])([CH3:27])[CH3:28]. The yield is 0.920. (8) The reactants are [NH2:1][C:2]1[C:15]2[CH:14]=[CH:13][C:12]3[C:7](=[CH:8][CH:9]=[CH:10][CH:11]=3)[C:6]=2[CH:5]=[CH:4][C:3]=1S.[CH2:17]([O:29]S([O-])(=O)=O)CCCCCCCCCCC.[Na+].C(OC=O)=O. The catalyst is O. The product is [O:29]1[C:3]2[CH:4]=[CH:5][C:6]3[C:7]4[CH:8]=[CH:9][CH:10]=[CH:11][C:12]=4[CH:13]=[CH:14][C:15]=3[C:2]=2[N:1]=[CH:17]1. The yield is 0.710. (9) The product is [Cl:10][C:11]1[N:12]=[N+:13]([O-:6])[C:14]([Cl:17])=[CH:15][CH:16]=1. The catalyst is O.ClCCCl. The reactants are C(O)(=[O:6])C(C)(C)C.OO.[Cl:10][C:11]1[N:12]=[N:13][C:14]([Cl:17])=[CH:15][CH:16]=1.C1(=O)OC(=O)C=C1.S([O-])([O-])=O.[Na+].[Na+]. The yield is 0.785. (10) The reactants are [C:1]1([CH:7]2[CH2:11][CH2:10][NH:9][CH2:8]2)[CH:6]=[CH:5][CH:4]=[CH:3][CH:2]=1.Cl[C:13]1[N:18]([CH3:19])[C:17](=[O:20])[CH:16]=[C:15]([C:21]2[CH:26]=[CH:25][N:24]=[CH:23][CH:22]=2)[N:14]=1.C(N(CC)CC)C. No catalyst specified. The product is [CH3:19][N:18]1[C:17](=[O:20])[CH:16]=[C:15]([C:21]2[CH:26]=[CH:25][N:24]=[CH:23][CH:22]=2)[N:14]=[C:13]1[N:9]1[CH2:10][CH2:11][CH:7]([C:1]2[CH:6]=[CH:5][CH:4]=[CH:3][CH:2]=2)[CH2:8]1. The yield is 0.880.